This data is from Forward reaction prediction with 1.9M reactions from USPTO patents (1976-2016). The task is: Predict the product of the given reaction. (1) Given the reactants [C:1]1([S:7](Cl)(=[O:9])=[O:8])[CH:6]=[CH:5][CH:4]=[CH:3]C=1.C(O[C:16](=[O:37])[NH:17][C@H:18]([C:26](=[O:36])[NH:27][CH:28]1[CH2:34][CH2:33][CH2:32][NH:31][CH2:30][CH:29]1[OH:35])[CH2:19][C:20]1[CH:25]=[CH:24][CH:23]=[CH:22][CH:21]=1)(C)(C)C.C(OC(=O)N[C@H:45]([C:50](=O)[NH:51][CH:52]1[CH2:58][CH2:57][CH2:56]N[CH2:54][CH:53]1O)[CH2:46]C(C)C)(C)(C)C.[N:62]1C2C(=CC=CC=2C(O)=O)C=CC=1.O1[C:79]2[CH:80]=[CH:81]C(C(O)=O)=C[C:78]=2OC1, predict the reaction product. The product is: [CH:25]1[C:24]2[C:23](=[CH:78][CH:79]=[CH:80][CH:81]=2)[CH:22]=[CH:21][C:20]=1[CH2:19][C@H:18]([NH:17][C:16]([C:58]1[CH:57]=[CH:56][CH:54]=[C:53]2[C:52]=1[N:51]=[CH:50][CH:45]=[CH:46]2)=[O:37])[C:26](=[O:36])[NH:27][CH:28]1[CH2:34][CH2:33][CH2:32][N:31]([S:7]([C:1]2[CH:6]=[CH:5][CH:4]=[CH:3][N:62]=2)(=[O:8])=[O:9])[CH2:30][C:29]1=[O:35]. (2) Given the reactants C[O:2][C:3]([CH:5]1[CH2:10][CH2:9][O:8][CH2:7][CH2:6]1)=O.[OH-].[NH4+:12], predict the reaction product. The product is: [O:8]1[CH2:9][CH2:10][CH:5]([C:3]([NH2:12])=[O:2])[CH2:6][CH2:7]1.